Dataset: Catalyst prediction with 721,799 reactions and 888 catalyst types from USPTO. Task: Predict which catalyst facilitates the given reaction. (1) Reactant: [CH3:1][O:2][C:3]1[CH:4]=[C:5]([CH:24]=[CH:25][C:26]=1[O:27][CH2:28][C:29]1[N:30]=[C:31]([C:35]2[CH:40]=[CH:39][CH:38]=[CH:37][CH:36]=2)[O:32][C:33]=1[CH3:34])[CH2:6][O:7][C:8]1[C:12]([C:13]([O:15]CC)=[O:14])=[CH:11][N:10]([C:18]2[CH:23]=[CH:22][CH:21]=[CH:20][CH:19]=2)[N:9]=1.[OH-].[Na+].O1CCCC1.Cl. Product: [CH3:1][O:2][C:3]1[CH:4]=[C:5]([CH:24]=[CH:25][C:26]=1[O:27][CH2:28][C:29]1[N:30]=[C:31]([C:35]2[CH:40]=[CH:39][CH:38]=[CH:37][CH:36]=2)[O:32][C:33]=1[CH3:34])[CH2:6][O:7][C:8]1[C:12]([C:13]([OH:15])=[O:14])=[CH:11][N:10]([C:18]2[CH:19]=[CH:20][CH:21]=[CH:22][CH:23]=2)[N:9]=1. The catalyst class is: 8. (2) Product: [CH2:9]([O:8][C:6]1[CH:5]=[N:4][CH:3]=[C:2]([CH:18]=[O:19])[CH:7]=1)[CH3:10]. The catalyst class is: 7. Reactant: Br[C:2]1[CH:3]=[N:4][CH:5]=[C:6]([O:8][CH2:9][CH3:10])[CH:7]=1.C([Mg]Cl)(C)C.CN(C)[CH:18]=[O:19]. (3) Reactant: [Cl:1][C:2]1[CH:3]=[C:4]([CH:7]=[C:8]([O:10][C:11]2[C:16](=[O:17])[N:15]([CH2:18][C:19]3[CH:24]=[C:23]([C:25]4[CH:30]=[CH:29][CH:28]=[CH:27][CH:26]=4)[N:22]=[N:21][C:20]=3[O:31]C)[CH:14]=[N:13][C:12]=2[C:33]([F:36])([F:35])[F:34])[CH:9]=1)[C:5]#[N:6].C[Si](Cl)(C)C. Product: [Cl:1][C:2]1[CH:3]=[C:4]([CH:7]=[C:8]([O:10][C:11]2[C:16](=[O:17])[N:15]([CH2:18][C:19]3[C:20](=[O:31])[NH:21][N:22]=[C:23]([C:25]4[CH:30]=[CH:29][CH:28]=[CH:27][CH:26]=4)[CH:24]=3)[CH:14]=[N:13][C:12]=2[C:33]([F:35])([F:36])[F:34])[CH:9]=1)[C:5]#[N:6]. The catalyst class is: 10.